Dataset: Catalyst prediction with 721,799 reactions and 888 catalyst types from USPTO. Task: Predict which catalyst facilitates the given reaction. Reactant: [NH2:1][C:2]1[C:7]([C:8]#[N:9])=[C:6]([C:10]2[CH:15]=[CH:14][C:13]([O:16][CH:17]3[CH2:21][CH2:20][O:19][CH2:18]3)=[C:12]([F:22])[CH:11]=2)[C:5]([C:23]#[N:24])=[C:4]([SH:25])[N:3]=1.Cl[CH2:27][C:28]1[N:29]=[C:30]([C:33]2[CH:38]=[CH:37][C:36]([Cl:39])=[CH:35][CH:34]=2)[S:31][CH:32]=1.C(=O)(O)[O-].[Na+]. Product: [NH2:1][C:2]1[C:7]([C:8]#[N:9])=[C:6]([C:10]2[CH:15]=[CH:14][C:13]([O:16][CH:17]3[CH2:21][CH2:20][O:19][CH2:18]3)=[C:12]([F:22])[CH:11]=2)[C:5]([C:23]#[N:24])=[C:4]([S:25][CH2:27][C:28]2[N:29]=[C:30]([C:33]3[CH:38]=[CH:37][C:36]([Cl:39])=[CH:35][CH:34]=3)[S:31][CH:32]=2)[N:3]=1. The catalyst class is: 3.